Dataset: Reaction yield outcomes from USPTO patents with 853,638 reactions. Task: Predict the reaction yield, written as a fraction of the theoretical maximum amount of product (1.0 means a 100% yield; for example, 0.34 means a 34% yield). (1) The reactants are [CH3:1][C:2]1([CH3:18])[CH2:11][CH2:10][C:5]2(OCC[O:6]2)[C:4]([C:12]2[N:16]([CH3:17])[N:15]=[CH:14][CH:13]=2)=[CH:3]1.Cl.[OH-].[Na+]. The catalyst is C1COCC1. The product is [CH3:1][C:2]1([CH3:18])[CH2:11][CH2:10][C:5](=[O:6])[C:4]([C:12]2[N:16]([CH3:17])[N:15]=[CH:14][CH:13]=2)=[CH:3]1. The yield is 0.910. (2) The reactants are Br[C:2]1[CH:10]=[C:9]2[C:5]([CH2:6][CH2:7][N:8]2[C:11]([O:13][C:14]([CH3:17])([CH3:16])[CH3:15])=[O:12])=[CH:4][CH:3]=1.[B:18]1([B:18]2[O:22][C:21]([CH3:24])([CH3:23])[C:20]([CH3:26])([CH3:25])[O:19]2)[O:22][C:21]([CH3:24])([CH3:23])[C:20]([CH3:26])([CH3:25])[O:19]1.C([O-])(=O)C.[K+]. The catalyst is C1(C)C=CC=CC=1.C(Cl)Cl. The product is [CH3:25][C:20]1([CH3:26])[C:21]([CH3:24])([CH3:23])[O:22][B:18]([C:2]2[CH:10]=[C:9]3[C:5]([CH2:6][CH2:7][N:8]3[C:11]([O:13][C:14]([CH3:17])([CH3:16])[CH3:15])=[O:12])=[CH:4][CH:3]=2)[O:19]1. The yield is 0.380. (3) The reactants are [CH3:1][O:2][C:3]1[CH:8]=[CH:7][C:6]([C:9]#[C:10][C:11](=[O:15])[CH:12]([CH3:14])[CH3:13])=[CH:5][CH:4]=1.[I-].[NH2:17][N+:18]1[CH:23]=[CH:22][CH:21]=[CH:20][CH:19]=1.C1CCN2C(=NCCC2)CC1. No catalyst specified. The product is [CH3:1][O:2][C:3]1[CH:8]=[CH:7][C:6]([C:9]2[C:10]([C:11](=[O:15])[CH:12]([CH3:13])[CH3:14])=[C:19]3[CH:20]=[CH:21][CH:22]=[CH:23][N:18]3[N:17]=2)=[CH:5][CH:4]=1. The yield is 0.450. (4) The reactants are Br[C:2]1[C:10]2[O:9][CH2:8][CH:7]([C:11]3[CH:16]=[CH:15][C:14]([CH:17]([CH3:19])[CH3:18])=[CH:13][CH:12]=3)[C:6]=2[C:5]([CH3:20])=[C:4]([NH:21][C:22](=[O:28])[CH2:23][C:24]([CH3:27])([CH3:26])[CH3:25])[C:3]=1[CH3:29].[CH3:30][O:31][C:32]1[CH:33]=[C:34](B(O)O)[CH:35]=[CH:36][CH:37]=1. The catalyst is CCCCCC.C(OCC)(=O)C. The product is [CH:17]([C:14]1[CH:13]=[CH:12][C:11]([CH:7]2[C:6]3[C:5]([CH3:20])=[C:4]([NH:21][C:22](=[O:28])[CH2:23][C:24]([CH3:27])([CH3:26])[CH3:25])[C:3]([CH3:29])=[C:2]([C:36]4[CH:35]=[CH:34][CH:33]=[C:32]([O:31][CH3:30])[CH:37]=4)[C:10]=3[O:9][CH2:8]2)=[CH:16][CH:15]=1)([CH3:18])[CH3:19]. The yield is 0.640.